From a dataset of Full USPTO retrosynthesis dataset with 1.9M reactions from patents (1976-2016). Predict the reactants needed to synthesize the given product. (1) Given the product [Cl:1][C:2]1[CH:21]=[CH:20][C:19]([Cl:22])=[CH:18][C:3]=1[CH2:4][S:5]([C:8]1[CH:9]=[C:10]2[C:14](=[CH:15][CH:16]=1)[NH:13][C:12](=[O:17])/[C:11]/2=[CH:23]\[C:25]1[NH:29][C:28]([CH3:30])=[C:27]([C:31]([OH:33])=[O:32])[C:26]=1[CH3:34])(=[O:6])=[O:7], predict the reactants needed to synthesize it. The reactants are: [Cl:1][C:2]1[CH:21]=[CH:20][C:19]([Cl:22])=[CH:18][C:3]=1[CH2:4][S:5]([C:8]1[CH:9]=[C:10]2[C:14](=[CH:15][CH:16]=1)[NH:13][C:12](=[O:17])[CH2:11]2)(=[O:7])=[O:6].[CH:23]([C:25]1[NH:29][C:28]([CH3:30])=[C:27]([C:31]([OH:33])=[O:32])[C:26]=1[CH3:34])=O. (2) Given the product [F:17][C:18]1[CH:23]=[CH:22][C:21]([F:24])=[CH:20][C:19]=1[C:2]1[C:6]2=[N:7][C:8]([C:11]3[O:12][C:13]([CH3:16])=[N:14][N:15]=3)=[CH:9][CH:10]=[C:5]2[O:4][CH:3]=1, predict the reactants needed to synthesize it. The reactants are: Br[C:2]1[C:6]2=[N:7][C:8]([C:11]3[O:12][C:13]([CH3:16])=[N:14][N:15]=3)=[CH:9][CH:10]=[C:5]2[O:4][CH:3]=1.[F:17][C:18]1[CH:23]=[CH:22][C:21]([F:24])=[CH:20][C:19]=1B(O)O. (3) Given the product [Br:15][C:13]1[CH:14]=[C:9]([NH:7][C:6]2[N:2]([CH3:1])[N:3]=[N:4][CH:5]=2)[C:10](=[O:17])[N:11]([CH3:16])[CH:12]=1, predict the reactants needed to synthesize it. The reactants are: [CH3:1][N:2]1[C:6]([NH2:7])=[CH:5][N:4]=[N:3]1.Br[C:9]1[C:10](=[O:17])[N:11]([CH3:16])[CH:12]=[C:13]([Br:15])[CH:14]=1.C(=O)([O-])[O-].[Cs+].[Cs+].CC1(C)C2C(=C(P(C3C=CC=CC=3)C3C=CC=CC=3)C=CC=2)OC2C(P(C3C=CC=CC=3)C3C=CC=CC=3)=CC=CC1=2. (4) Given the product [NH:1]1[C:5]2[CH:6]=[CH:7][CH:8]=[CH:9][C:4]=2[N:3]=[C:2]1[CH2:10][N:11]([CH2:22][C:23]1[CH:30]=[CH:29][C:26]([CH2:27][NH:3][C:2]2[NH:1][CH:5]=[CH:32][N:33]=2)=[CH:25][CH:24]=1)[CH:12]1[C:21]2[N:20]=[CH:19][CH:18]=[CH:17][C:16]=2[CH2:15][CH2:14][CH2:13]1, predict the reactants needed to synthesize it. The reactants are: [NH:1]1[C:5]2[CH:6]=[CH:7][CH:8]=[CH:9][C:4]=2[N:3]=[C:2]1[CH2:10][N:11]([CH2:22][C:23]1[CH:30]=[CH:29][C:26]([CH:27]=O)=[CH:25][CH:24]=1)[CH:12]1[C:21]2[N:20]=[CH:19][CH:18]=[CH:17][C:16]=2[CH2:15][CH2:14][CH2:13]1.[BH3-][C:32]#[N:33].[Na+]. (5) The reactants are: Cl.[CH3:2][C:3]1[O:4][CH:5]=[CH:6][C:7]=1[C@H:8]1[C@H:17]2[CH2:18][CH2:19][N:20]([C:21]([C@H:23]3[CH2:28][CH2:27][CH2:26][CH2:25][C@H:24]3[NH2:29])=[O:22])[C@H:16]2[C:15]2[CH:14]=[CH:13][CH:12]=[CH:11][C:10]=2[NH:9]1.C(N(CC)CC)C.[C:37](Cl)(=[O:44])[C:38]1[CH:43]=[CH:42][CH:41]=[CH:40][CH:39]=1.O. Given the product [CH3:2][C:3]1[O:4][CH:5]=[CH:6][C:7]=1[C@H:8]1[C@H:17]2[CH2:18][CH2:19][N:20]([C:21]([C@H:23]3[CH2:28][CH2:27][CH2:26][CH2:25][C@H:24]3[NH:29][C:37](=[O:44])[C:38]3[CH:43]=[CH:42][CH:41]=[CH:40][CH:39]=3)=[O:22])[C@H:16]2[C:15]2[CH:14]=[CH:13][CH:12]=[CH:11][C:10]=2[NH:9]1, predict the reactants needed to synthesize it. (6) Given the product [CH3:18][O:17][C:15](=[O:16])[CH2:14][N:1]1[CH2:5][CH2:4][CH2:3][CH:2]1[CH2:6][CH2:7][C:8]([O:10][CH2:11][CH3:12])=[O:9], predict the reactants needed to synthesize it. The reactants are: [NH:1]1[CH2:5][CH2:4][CH2:3][CH:2]1[CH2:6][CH2:7][C:8]([O:10][CH2:11][CH3:12])=[O:9].Br[CH2:14][C:15]([O:17][CH3:18])=[O:16].C([O-])([O-])=O.[K+].[K+]. (7) Given the product [Br:2][C:3]1[CH:10]=[CH:9][C:6]([C:7]#[N:8])=[C:5]([O:14][CH3:13])[C:4]=1[CH3:12], predict the reactants needed to synthesize it. The reactants are: [Na].[Br:2][C:3]1[CH:10]=[CH:9][C:6]([C:7]#[N:8])=[C:5](F)[C:4]=1[CH3:12].[CH3:13][OH:14]. (8) Given the product [CH3:12][S:11][C:8]1[CH:9]=[CH:10][C:5]([S:2]([CH2:1][C@@H:33]2[CH2:32][CH2:31][O:30][CH2:29][C@H:28]2[OH:27])(=[O:4])=[O:3])=[CH:6][CH:7]=1, predict the reactants needed to synthesize it. The reactants are: [CH3:1][S:2]([C:5]1[CH:10]=[CH:9][C:8]([S:11][CH3:12])=[CH:7][CH:6]=1)(=[O:4])=[O:3].[Li]CCCC.B(F)(F)F.CCOCC.[O:27]1[CH:33]2[CH:28]1[CH2:29][O:30][CH2:31][CH2:32]2.[NH4+].[Cl-].